This data is from Reaction yield outcomes from USPTO patents with 853,638 reactions. The task is: Predict the reaction yield, written as a fraction of the theoretical maximum amount of product (1.0 means a 100% yield; for example, 0.34 means a 34% yield). (1) The product is [Br:22][CH2:3][CH2:4][CH2:5][C:6]([CH3:21])([CH3:15])[CH2:7][O:8][CH:9]1[CH2:14][CH2:13][CH2:12][CH2:11][O:10]1. The catalyst is C(Cl)Cl.O.C1(C)C=CC(S(O)(=O)=O)=CC=1. The yield is 0.900. The reactants are BrC[CH2:3][CH2:4][CH2:5][C:6]([CH3:21])([C:15]1C=CC=CC=1)[CH2:7][O:8][CH:9]1[CH2:14][CH2:13][CH2:12][CH2:11][O:10]1.[Br:22]CCCC(C)(C)CO.O1C=CCCC1. (2) The reactants are Cl[C:2]1[N:7]=[C:6]([N:8]2[CH2:13][CH2:12][N:11]([C:14]([O:16][C:17]([CH3:20])([CH3:19])[CH3:18])=[O:15])[CH2:10][CH2:9]2)[CH:5]=[CH:4][N:3]=1.[F:21][C:22]1[C:27]([F:28])=[CH:26][CH:25]=[CH:24][C:23]=1OB(O)O.C(=O)([O-])[O-].[Na+].[Na+].C1(C)C=CC=CC=1. The catalyst is O. The product is [F:21][C:22]1[C:27]([F:28])=[CH:26][CH:25]=[CH:24][C:23]=1[C:2]1[N:7]=[C:6]([N:8]2[CH2:13][CH2:12][N:11]([C:14]([O:16][C:17]([CH3:20])([CH3:19])[CH3:18])=[O:15])[CH2:10][CH2:9]2)[CH:5]=[CH:4][N:3]=1. The yield is 0.110. (3) The reactants are [NH2:1][C:2]1[C:7]2[C:8]([C:11]3[CH:12]=[C:13]4[C:17](=[CH:18][CH:19]=3)[N:16](C(OC(C)(C)C)=O)[CH2:15][CH2:14]4)=[CH:9][O:10][C:6]=2[CH:5]=[CH:4][N:3]=1.Cl.O1CCOCC1. No catalyst specified. The product is [NH:16]1[C:17]2[C:13](=[CH:12][C:11]([C:8]3[C:7]4[C:2]([NH2:1])=[N:3][CH:4]=[CH:5][C:6]=4[O:10][CH:9]=3)=[CH:19][CH:18]=2)[CH2:14][CH2:15]1. The yield is 0.960. (4) The reactants are [C:1]1([OH:7])[CH:6]=[CH:5][CH:4]=[CH:3][CH:2]=1.C1(P(C2C=CC=CC=2)C2C=CC=CC=2)C=CC=CC=1.[CH2:27]([O:34][CH2:35][C:36]1([CH2:40]O)[CH2:39][CH2:38][CH2:37]1)[C:28]1[CH:33]=[CH:32][CH:31]=[CH:30][CH:29]=1.CC(OC(/N=N/C(OC(C)C)=O)=O)C. The catalyst is O1CCCC1. The product is [CH2:27]([O:34][CH2:35][C:36]1([CH2:40][O:7][C:1]2[CH:6]=[CH:5][CH:4]=[CH:3][CH:2]=2)[CH2:39][CH2:38][CH2:37]1)[C:28]1[CH:33]=[CH:32][CH:31]=[CH:30][CH:29]=1. The yield is 0.580. (5) The reactants are [C:1]([C:3]1[C:11]2[C:6](=[CH:7][C:8]([OH:12])=[CH:9][CH:10]=2)[N:5]([CH:13]2[CH2:16][CH2:15][CH2:14]2)[C:4]=1[C:17]1[CH:22]=[CH:21][C:20]([NH:23][C:24]([NH:26][CH:27]([CH3:29])[CH3:28])=[O:25])=[CH:19][CH:18]=1)#[N:2].C([O-])([O-])=O.[K+].[K+].Br[CH2:37][CH2:38][CH2:39][Cl:40]. The catalyst is C(#N)C. The product is [Cl:40][CH2:39][CH2:38][CH2:37][O:12][C:8]1[CH:7]=[C:6]2[C:11]([C:3]([C:1]#[N:2])=[C:4]([C:17]3[CH:18]=[CH:19][C:20]([NH:23][C:24]([NH:26][CH:27]([CH3:29])[CH3:28])=[O:25])=[CH:21][CH:22]=3)[N:5]2[CH:13]2[CH2:14][CH2:15][CH2:16]2)=[CH:10][CH:9]=1. The yield is 0.860.